From a dataset of Reaction yield outcomes from USPTO patents with 853,638 reactions. Predict the reaction yield, written as a fraction of the theoretical maximum amount of product (1.0 means a 100% yield; for example, 0.34 means a 34% yield). (1) The reactants are [NH2:1][C:2]1[CH:7]=[C:6]([CH3:8])[CH:5]=[CH:4][C:3]=1[OH:9].[Br:10][C:11]1[CH:12]=[CH:13][C:14]([OH:20])=[C:15]([CH:19]=1)[C:16](Cl)=O. The catalyst is O1CCOCC1. The product is [Br:10][C:11]1[CH:12]=[CH:13][C:14]([OH:20])=[C:15]([C:16]2[O:9][C:3]3[CH:4]=[CH:5][C:6]([CH3:8])=[CH:7][C:2]=3[N:1]=2)[CH:19]=1. The yield is 0.720. (2) The reactants are [OH:1][C:2]1[CH:9]=[CH:8][CH:7]=[CH:6][C:3]=1[CH:4]=[O:5].C([O-])([O-])=O.[K+].[K+].[CH3:16][O:17][C:18](=[O:22])[CH:19](Br)[CH3:20]. The catalyst is CN(C=O)C.CC(=O)OCC. The product is [CH3:16][O:17][C:18](=[O:22])[CH:19]([O:1][C:2]1[CH:9]=[CH:8][CH:7]=[CH:6][C:3]=1[CH:4]=[O:5])[CH3:20]. The yield is 0.910. (3) The reactants are [CH3:1][O:2][C:3]1[CH:8]=[CH:7][C:6]([CH2:9][CH2:10][CH2:11][N:12]2[CH:16]([C:17]3[CH:22]=[CH:21][C:20]([O:23][CH3:24])=[CH:19][CH:18]=3)[CH2:15][NH:14][C:13]2=[O:25])=[CH:5][CH:4]=1.[N:26]([O-])=O.[Na+]. The catalyst is C(O)(=O)C.O.[Zn]. The product is [NH2:26][N:14]1[CH2:15][CH:16]([C:17]2[CH:18]=[CH:19][C:20]([O:23][CH3:24])=[CH:21][CH:22]=2)[N:12]([CH2:11][CH2:10][CH2:9][C:6]2[CH:5]=[CH:4][C:3]([O:2][CH3:1])=[CH:8][CH:7]=2)[C:13]1=[O:25]. The yield is 1.00. (4) The reactants are Cl.[CH3:2][O:3][C:4](=[O:9])[C@H:5]([CH2:7][OH:8])[NH2:6].C([O-])(O)=O.[Na+].[CH2:15]([O:22][C:23](Cl)=[O:24])[C:16]1[CH:21]=[CH:20][CH:19]=[CH:18][CH:17]=1. The catalyst is CCOC(C)=O. The product is [CH3:2][O:3][C:4](=[O:9])[CH:5]([NH:6][C:23]([O:22][CH2:15][C:16]1[CH:21]=[CH:20][CH:19]=[CH:18][CH:17]=1)=[O:24])[CH2:7][OH:8]. The yield is 0.790. (5) The product is [N:14]1[CH:19]=[CH:18][CH:17]=[CH:16][C:15]=1[N:20]1[CH2:21][CH2:22][N:23]([CH2:11][C:10]([NH:9][C:3]2[CH:4]=[CH:5][CH:6]=[CH:7][C:2]=2[NH:9][C:10](=[O:13])[CH2:11][N:23]2[CH2:22][CH2:21][N:20]([C:15]3[CH:16]=[CH:17][CH:18]=[CH:19][N:14]=3)[CH2:25][CH2:24]2)=[O:13])[CH2:24][CH2:25]1. The reactants are C[C:2]1[CH:7]=[CH:6][C:5](C)=[CH:4][C:3]=1[NH:9][C:10](=[O:13])[CH2:11]Cl.[N:14]1[CH:19]=[CH:18][CH:17]=[CH:16][C:15]=1[N:20]1[CH2:25][CH2:24][NH:23][CH2:22][CH2:21]1. The yield is 0.740. No catalyst specified. (6) The reactants are [C:1]([NH:4][C:5]1[NH:6][C:7](=O)[C:8]2[N:14]=[C:13]([Cl:15])[CH:12]=[CH:11][C:9]=2[N:10]=1)(=[O:3])[CH3:2].CCN(C(C)C)C(C)C.O=P(Cl)(Cl)[Cl:28]. The catalyst is O1CCOCC1. The product is [Cl:28][C:7]1[C:8]2[N:14]=[C:13]([Cl:15])[CH:12]=[CH:11][C:9]=2[N:10]=[C:5]([NH:4][C:1](=[O:3])[CH3:2])[N:6]=1. The yield is 0.780. (7) The reactants are [Br:1][C:2]1[N:6]([C@@H:7]2[O:24][CH2:23][C@@H:18]([O:19]C(=O)C)[C@@H:13]([O:14]C(=O)C)[C@H:8]2[O:9]C(=O)C)[C:5]2[CH:25]=[C:26]([Cl:30])[C:27]([Cl:29])=[CH:28][C:4]=2[N:3]=1.[Li+].[OH-]. The catalyst is O1CCOCC1. The product is [Br:1][C:2]1[N:6]([C@@H:7]2[O:24][CH2:23][C@@H:18]([OH:19])[C@@H:13]([OH:14])[C@H:8]2[OH:9])[C:5]2[CH:25]=[C:26]([Cl:30])[C:27]([Cl:29])=[CH:28][C:4]=2[N:3]=1. The yield is 0.750. (8) The reactants are [O:1]1[CH:5]=[CH:4][CH:3]=[C:2]1[C:6](=[NH:29])[NH:7][C:8]1[CH:9]=[CH:10][C:11]2[N:16]([CH2:17][CH2:18][N:19](C)[C:20](=O)OC(C)(C)C)[CH2:15][CH2:14][S:13][C:12]=2[CH:28]=1.FC(F)(F)C(O)=O. The catalyst is C(Cl)Cl. The product is [CH3:20][NH:19][CH2:18][CH2:17][N:16]1[CH2:15][CH2:14][S:13][C:12]2[CH:28]=[C:8]([NH:7][C:6]([C:2]3[O:1][CH:5]=[CH:4][CH:3]=3)=[NH:29])[CH:9]=[CH:10][C:11]1=2. The yield is 0.760. (9) The reactants are [CH:1]1([CH2:6][CH:7]([C:11]2[CH:16]=[CH:15][C:14]([N+:17]([O-:19])=[O:18])=[CH:13][CH:12]=2)[C:8]([OH:10])=O)[CH2:5][CH2:4][CH2:3][CH2:2]1.C(Cl)(=O)C(Cl)=O.[NH2:26][C:27]1[S:28][CH:29]=[CH:30][N:31]=1.C(N(CC)C(C)C)(C)C. The catalyst is C(Cl)Cl.CN(C)C=O.O1CCCC1. The product is [CH:1]1([CH2:6][CH:7]([C:11]2[CH:16]=[CH:15][C:14]([N+:17]([O-:19])=[O:18])=[CH:13][CH:12]=2)[C:8]([NH:26][C:27]2[S:28][CH:29]=[CH:30][N:31]=2)=[O:10])[CH2:2][CH2:3][CH2:4][CH2:5]1. The yield is 0.224.